Predict the reaction yield, written as a fraction of the theoretical maximum amount of product (1.0 means a 100% yield; for example, 0.34 means a 34% yield). From a dataset of Reaction yield outcomes from USPTO patents with 853,638 reactions. The reactants are [CH3:1][CH:2]([CH3:15])[CH2:3][NH:4][C:5]1[CH:14]=[CH:13][C:8]2[N:9]=[C:10]([SH:12])[S:11][C:7]=2[CH:6]=1.[F:16][C:17]([F:28])([F:27])[C:18]1[CH:23]=[CH:22][C:21]([N:24]=[C:25]=[O:26])=[CH:20][CH:19]=1. The catalyst is ClCCl. The product is [SH:12][C:10]1[S:11][C:7]2[CH:6]=[C:5]([N:4]([CH2:3][CH:2]([CH3:15])[CH3:1])[C:25]([NH:24][C:21]3[CH:20]=[CH:19][C:18]([C:17]([F:16])([F:27])[F:28])=[CH:23][CH:22]=3)=[O:26])[CH:14]=[CH:13][C:8]=2[N:9]=1. The yield is 0.640.